Dataset: Full USPTO retrosynthesis dataset with 1.9M reactions from patents (1976-2016). Task: Predict the reactants needed to synthesize the given product. (1) Given the product [CH3:21][O:19][C:18]([C:14]1[O:15][C:16]2[CH2:17][N:10]([C:8]([O:7][C:3]([CH3:6])([CH3:4])[CH3:5])=[O:9])[CH2:11][C:12]=2[N:13]=1)=[O:20], predict the reactants needed to synthesize it. The reactants are: IC.[C:3]([O:7][C:8]([N:10]1[CH2:17][C:16]2[O:15][C:14]([C:18]([OH:20])=[O:19])=[N:13][C:12]=2[CH2:11]1)=[O:9])([CH3:6])([CH3:5])[CH3:4].[C:21]([O-])([O-])=O.[K+].[K+]. (2) Given the product [Cl:16][C:10]1[CH:9]=[C:8]([C:7]2[CH:6]=[N:5][CH:4]=[C:3]3[C:2]=2[CH2:22][S:19](=[O:21])(=[O:20])[N:18]([CH3:23])[CH:17]3[CH:24]2[CH2:26][CH2:25]2)[CH:13]=[CH:12][C:11]=1[C:14]#[N:15], predict the reactants needed to synthesize it. The reactants are: Cl[C:2]1[C:7]([C:8]2[CH:13]=[CH:12][C:11]([C:14]#[N:15])=[C:10]([Cl:16])[CH:9]=2)=[CH:6][N:5]=[CH:4][C:3]=1[CH:17]([CH:24]1[CH2:26][CH2:25]1)[N:18]([CH3:23])[S:19]([CH3:22])(=[O:21])=[O:20].CC([O-])(C)C.[K+].